From a dataset of Catalyst prediction with 721,799 reactions and 888 catalyst types from USPTO. Predict which catalyst facilitates the given reaction. Reactant: Cl.[Cl:2][C:3]1[CH:4]=[CH:5][C:6]2[CH2:12][CH2:11][C:10]3[CH:13]=[CH:14][CH:15]=[CH:16][C:9]=3[N:8]([CH2:17][CH2:18][CH2:19][NH2:20])[C:7]=2[CH:21]=1.C(N(CC)CC)C.[Cl:29][C:30]1[S:31][C:32]([Cl:39])=[CH:33][C:34]=1[S:35](Cl)(=[O:37])=[O:36]. Product: [Cl:29][C:30]1[S:31][C:32]([Cl:39])=[CH:33][C:34]=1[S:35]([NH:20][CH2:19][CH2:18][CH2:17][N:8]1[C:9]2[CH:16]=[CH:15][CH:14]=[CH:13][C:10]=2[CH2:11][CH2:12][C:6]2[CH:5]=[CH:4][C:3]([Cl:2])=[CH:21][C:7]1=2)(=[O:37])=[O:36]. The catalyst class is: 3.